From a dataset of Catalyst prediction with 721,799 reactions and 888 catalyst types from USPTO. Predict which catalyst facilitates the given reaction. (1) Reactant: [NH2:1][C:2]1[C:3]([NH:14][CH2:15][C:16]2[CH:21]=[CH:20][C:19]([O:22][CH3:23])=[CH:18][CH:17]=2)=[CH:4][C:5]([O:12][CH3:13])=[C:6]([CH:11]=1)[C:7]([O:9][CH3:10])=[O:8].[C:24](OCC)(=[O:30])[C:25](OCC)=[O:26]. Product: [CH3:13][O:12][C:5]1[CH:4]=[C:3]2[C:2]([NH:1][C:24](=[O:30])[C:25](=[O:26])[N:14]2[CH2:15][C:16]2[CH:17]=[CH:18][C:19]([O:22][CH3:23])=[CH:20][CH:21]=2)=[CH:11][C:6]=1[C:7]([O:9][CH3:10])=[O:8]. The catalyst class is: 28. (2) Reactant: C(=O)([O-])[O-].[Na+].[Na+].[CH2:7]([O:14][C:15]1[CH:24]=[C:23]([CH:25]2[CH2:28][CH2:27][CH2:26]2)[CH:22]=[CH:21][C:16]=1[C:17]([O:19][CH3:20])=[O:18])[C:8]1[CH:13]=[CH:12][CH:11]=[CH:10][CH:9]=1.[Br:29]Br.C(=O)([O-])O.[Na+]. Product: [CH2:7]([O:14][C:15]1[CH:24]=[C:23]([CH:25]2[CH2:28][CH2:27][CH2:26]2)[C:22]([Br:29])=[CH:21][C:16]=1[C:17]([O:19][CH3:20])=[O:18])[C:8]1[CH:9]=[CH:10][CH:11]=[CH:12][CH:13]=1. The catalyst class is: 96. (3) Reactant: [CH3:1][C:2]1[N:7]=[C:6]([C:8]([OH:10])=O)[C:5]([C:11]2[N:16]=[CH:15][CH:14]=[CH:13][N:12]=2)=[CH:4][CH:3]=1.CCN(C(C)C)C(C)C.CN(C(ON1N=NC2C=CC=CC1=2)=[N+](C)C)C.[B-](F)(F)(F)F.[C@H:48]12[CH2:54][C@H:53]1[CH2:52][C@@H:51]([CH2:55][NH:56][C:57]1[CH:62]=[N:61][C:60]([C:63]([F:66])([F:65])[F:64])=[CH:59][N:58]=1)[NH:50][CH2:49]2.C([O-])(O)=O.[Na+]. Product: [CH3:1][C:2]1[N:7]=[C:6]([C:8]([N:50]2[C@H:51]([CH2:55][NH:56][C:57]3[CH:62]=[N:61][C:60]([C:63]([F:66])([F:64])[F:65])=[CH:59][N:58]=3)[CH2:52][C@H:53]3[C@H:48]([CH2:54]3)[CH2:49]2)=[O:10])[C:5]([C:11]2[N:16]=[CH:15][CH:14]=[CH:13][N:12]=2)=[CH:4][CH:3]=1. The catalyst class is: 2. (4) Reactant: [Br:1][C:2]1[CH:29]=[CH:28][C:27]([F:30])=[CH:26][C:3]=1[O:4][CH:5]1[CH2:10][CH2:9][N:8]([C:11]2[S:12][C:13]3[C:18](=[O:19])[NH:17][C:16]([CH2:20][CH2:21][C:22]([OH:24])=O)=[N:15][C:14]=3[N:25]=2)[CH2:7][CH2:6]1.C[N:32](C(ON1N=NC2C=CC=NC1=2)=[N+](C)C)C.F[P-](F)(F)(F)(F)F.[OH-].[NH4+]. Product: [Br:1][C:2]1[CH:29]=[CH:28][C:27]([F:30])=[CH:26][C:3]=1[O:4][CH:5]1[CH2:6][CH2:7][N:8]([C:11]2[S:12][C:13]3[C:18](=[O:19])[NH:17][C:16]([CH2:20][CH2:21][C:22]([NH2:32])=[O:24])=[N:15][C:14]=3[N:25]=2)[CH2:9][CH2:10]1. The catalyst class is: 3. (5) Reactant: CS([C:5]1[N:10]=[CH:9][C:8]([C:11]([OH:13])=[O:12])=[CH:7][N:6]=1)(=O)=O.[CH3:14][O:15][C:16]1[CH:21]=[CH:20][C:19]([NH2:22])=[CH:18][CH:17]=1. Product: [CH3:14][O:15][C:16]1[CH:21]=[CH:20][C:19]([NH:22][C:5]2[N:10]=[CH:9][C:8]([C:11]([OH:13])=[O:12])=[CH:7][N:6]=2)=[CH:18][CH:17]=1. The catalyst class is: 25. (6) Reactant: [F:1][C:2]1[CH:18]=[CH:17][C:5]([C:6]([NH:8][CH:9]([CH:14]2[CH2:16][O:15]2)[C:10]([O:12][CH3:13])=[O:11])=[O:7])=[C:4]([C:19]([F:22])([F:21])[F:20])[CH:3]=1.[F:23][C:24]1[CH:25]=[C:26]([SH:30])[CH:27]=[CH:28][CH:29]=1.C(N(CC)CC)C. Product: [F:23][C:24]1[CH:25]=[C:26]([S:30][CH2:16][CH:14]([OH:15])[CH:9]([NH:8][C:6](=[O:7])[C:5]2[CH:17]=[CH:18][C:2]([F:1])=[CH:3][C:4]=2[C:19]([F:22])([F:21])[F:20])[C:10]([O:12][CH3:13])=[O:11])[CH:27]=[CH:28][CH:29]=1. The catalyst class is: 5. (7) Reactant: [C:1]([C:5]1[CH:52]=[CH:51][C:8]([CH2:9][NH:10][C:11]([C:13]2[CH:18]=[CH:17][N:16]=[C:15]([C:19]3[CH:24]=[C:23]([N:25]4[CH2:30][CH2:29][CH2:28][CH2:27][CH2:26]4)[CH:22]=[CH:21][C:20]=3[NH:31][C:32]([C:34]3[CH:35]=[C:36]([CH:48]=[CH:49][CH:50]=3)[CH2:37][S:38][CH2:39][CH2:40][C:41]([O:43]C(C)(C)C)=[O:42])=[O:33])[CH:14]=2)=[O:12])=[CH:7][CH:6]=1)([CH3:4])([CH3:3])[CH3:2].FC(F)(F)C(O)=O. Product: [C:1]([C:5]1[CH:6]=[CH:7][C:8]([CH2:9][NH:10][C:11]([C:13]2[CH:18]=[CH:17][N:16]=[C:15]([C:19]3[CH:24]=[C:23]([N:25]4[CH2:30][CH2:29][CH2:28][CH2:27][CH2:26]4)[CH:22]=[CH:21][C:20]=3[NH:31][C:32]([C:34]3[CH:35]=[C:36]([CH:48]=[CH:49][CH:50]=3)[CH2:37][S:38][CH2:39][CH2:40][C:41]([OH:43])=[O:42])=[O:33])[CH:14]=2)=[O:12])=[CH:51][CH:52]=1)([CH3:4])([CH3:2])[CH3:3]. The catalyst class is: 4. (8) Reactant: N1(C2N=C(CC(=O)N3C4C(=C([C:24]([F:27])(F)[F:25])C=CC=4)CC3)NC(=O)C=2)CCOCC1.Cl.CN(C)[CH2:33][CH2:34][CH2:35][N:36]=[C:37]=NCC.[N:42]1([C:48]2[N:49]=[C:50]([CH2:55][C:56]([O-:58])=O)[NH:51][C:52](=[O:54])[CH:53]=2)[CH2:47][CH2:46][O:45][CH2:44][CH2:43]1.[Na+].[OH2:60].N1C=[CH:65][CH:64]=[CH:63][CH:62]=1. Product: [F:25][CH:24]([F:27])[O:60][C:64]1[CH:65]=[CH:33][CH:34]=[C:35]2[C:63]=1[CH2:62][CH2:37][N:36]2[C:56](=[O:58])[CH2:55][C:50]1[NH:51][C:52](=[O:54])[CH:53]=[C:48]([N:42]2[CH2:43][CH2:44][O:45][CH2:46][CH2:47]2)[N:49]=1. The catalyst class is: 9. (9) Reactant: [CH3:1][C:2]1[N:6]=[C:5]([C:7]2[C:8]3[CH2:27][CH2:26][CH2:25][CH2:24][CH2:23][C:9]=3[S:10][C:11]=2[NH:12]C(C2CCCC=2C(O)=O)=O)[O:4][N:3]=1.[CH:28]12[CH2:35][CH2:34][CH:31]([CH2:32][CH2:33]1)[C:30]1[C:36]([O:38][C:39](=[O:40])[C:29]2=1)=[O:37]. Product: [CH3:1][C:2]1[N:6]=[C:5]([C:7]2[C:8]3[CH2:27][CH2:26][CH2:25][CH2:24][CH2:23][C:9]=3[S:10][C:11]=2[NH:12][C:39]([C:29]2[CH:28]3[CH2:35][CH2:34][CH:31]([CH2:32][CH2:33]3)[C:30]=2[C:36]([OH:38])=[O:37])=[O:40])[O:4][N:3]=1. The catalyst class is: 828.